From a dataset of Full USPTO retrosynthesis dataset with 1.9M reactions from patents (1976-2016). Predict the reactants needed to synthesize the given product. (1) Given the product [Cl:1][C:2]1[CH:3]=[C:4]([C:10]2([C:28]([F:30])([F:31])[F:29])[O:14][N:13]=[C:12]([C:15]3[C:24]4[C:19](=[CH:20][CH:21]=[CH:22][CH:23]=4)[C:18]([C:25]([NH:63][CH2:64][CH2:65][OH:66])=[O:27])=[CH:17][CH:16]=3)[CH2:11]2)[CH:5]=[C:6]([Cl:9])[C:7]=1[F:8], predict the reactants needed to synthesize it. The reactants are: [Cl:1][C:2]1[CH:3]=[C:4]([C:10]2([C:28]([F:31])([F:30])[F:29])[O:14][N:13]=[C:12]([C:15]3[C:24]4[C:19](=[CH:20][CH:21]=[CH:22][CH:23]=4)[C:18]([C:25]([OH:27])=O)=[CH:17][CH:16]=3)[CH2:11]2)[CH:5]=[C:6]([Cl:9])[C:7]=1[F:8].CN(C(ON1N=NC2C=CC=NC1=2)=[N+](C)C)C.F[P-](F)(F)(F)(F)F.C(N(CC)CC)C.[NH2:63][CH2:64][CH2:65][OH:66]. (2) Given the product [C:34]([N:31]1[CH2:30][CH2:29][CH:28]([NH:27][C:25]([C:21]2[C:17]3[N:18]=[CH:19][N:20]=[C:15]([C:8]4[CH:9]=[C:10]([CH2:13][CH3:14])[CH:11]=[CH:12][C:7]=4[O:6][CH2:5][CH:2]4[CH2:4][CH2:3]4)[C:16]=3[NH:23][C:22]=2[CH3:24])=[O:26])[CH2:33][CH2:32]1)(=[O:36])[CH3:35], predict the reactants needed to synthesize it. The reactants are: Cl.[CH:2]1([CH2:5][O:6][C:7]2[CH:12]=[CH:11][C:10]([CH2:13][CH3:14])=[CH:9][C:8]=2[C:15]2[C:16]3[NH:23][C:22]([CH3:24])=[C:21]([C:25]([NH:27][CH:28]4[CH2:33][CH2:32][NH:31][CH2:30][CH2:29]4)=[O:26])[C:17]=3[N:18]=[CH:19][N:20]=2)[CH2:4][CH2:3]1.[C:34](Cl)(=[O:36])[CH3:35]. (3) Given the product [C:1]([C:5]1[N:6]=[C:7]([N:16]2[CH2:20][CH2:19][C:18]([F:21])([F:22])[CH2:17]2)[C:8]2[C:9](=[N:11][N:12]([CH2:14][C:15]3[CH:50]=[C:49]([F:51])[C:48]([F:52])=[CH:47][C:46]=3[Cl:53])[N:13]=2)[N:10]=1)([CH3:2])([CH3:3])[CH3:4], predict the reactants needed to synthesize it. The reactants are: [C:1]([C:5]1[N:6]=[C:7]([N:16]2[CH2:20][CH2:19][C:18]([F:22])([F:21])[CH2:17]2)[C:8]2[C:9](=[N:11][N:12]([CH2:14][CH3:15])[N:13]=2)[N:10]=1)([CH3:4])([CH3:3])[CH3:2].C(C1N=C(N2CCC(F)(F)C2)C2N=NNC=2N=1)(C)(C)C.BrCC1[CH:50]=[C:49]([F:51])[C:48]([F:52])=[CH:47][C:46]=1[Cl:53]. (4) Given the product [O:40]=[C:34]1[CH:33]([N:27]2[CH2:26][C:25]3[C:29](=[CH:30][CH:31]=[C:23]([CH2:22][NH:21][C:3](=[O:5])[C:2]([F:1])([F:19])[C:6]4[CH:11]=[CH:10][CH:9]=[C:8]([CH2:12][N:13]5[CH2:18][CH2:17][O:16][CH2:15][CH2:14]5)[CH:7]=4)[CH:24]=3)[C:28]2=[O:32])[CH2:38][CH2:37][C:36](=[O:39])[NH:35]1, predict the reactants needed to synthesize it. The reactants are: [F:1][C:2]([F:19])([C:6]1[CH:11]=[CH:10][CH:9]=[C:8]([CH2:12][N:13]2[CH2:18][CH2:17][O:16][CH2:15][CH2:14]2)[CH:7]=1)[C:3]([OH:5])=O.Cl.[NH2:21][CH2:22][C:23]1[CH:24]=[C:25]2[C:29](=[CH:30][CH:31]=1)[C:28](=[O:32])[N:27]([CH:33]1[CH2:38][CH2:37][C:36](=[O:39])[NH:35][C:34]1=[O:40])[CH2:26]2.C(N(CC)C(C)C)(C)C.F[P-](F)(F)(F)(F)F.CN(C(N(C)C)=[N+]1C2C(=NC=CC=2)[N+]([O-])=N1)C. (5) Given the product [Br:1][C:2]1[C:3]([NH:17][NH2:18])=[N:4][C:5]([CH3:15])=[CH:6][C:7]=1[C:8]1[CH:13]=[CH:12][C:11]([Cl:14])=[CH:10][CH:9]=1, predict the reactants needed to synthesize it. The reactants are: [Br:1][C:2]1[C:3](Cl)=[N:4][C:5]([CH3:15])=[CH:6][C:7]=1[C:8]1[CH:13]=[CH:12][C:11]([Cl:14])=[CH:10][CH:9]=1.[NH2:17][NH2:18].